Dataset: Experimentally validated miRNA-target interactions with 360,000+ pairs, plus equal number of negative samples. Task: Binary Classification. Given a miRNA mature sequence and a target amino acid sequence, predict their likelihood of interaction. The miRNA is hsa-let-7b-5p with sequence UGAGGUAGUAGGUUGUGUGGUU. The protein sequence of the target gene is MAVPETRPNHTIYINNLNEKIKKDELKKSLYAIFSQFGQILDILVSRSLKMRGQAFVIFKEVSSATNALRSMQGFPFYDKPMRIQYAKTDSDIIAKMKGTFVERDRKREKRKPKSQETPATKKAVQGGGATPVVGAVQGPVPGMPPMTQAPRIMHHMPGQPPYMPPPGMIPPPGLAPGQIPPGAMPPQQLMPGQMPPAQPLSENPPNHILFLTNLPEETNELMLSMLFNQFPGFKEVRLVPGRHDIAFVEFDNEVQAGAARDALQGFKITQNNAMKISFAKK. Result: 1 (interaction).